From a dataset of NCI-60 drug combinations with 297,098 pairs across 59 cell lines. Regression. Given two drug SMILES strings and cell line genomic features, predict the synergy score measuring deviation from expected non-interaction effect. (1) Drug 1: C1=CC(=CC=C1CCC2=CNC3=C2C(=O)NC(=N3)N)C(=O)NC(CCC(=O)O)C(=O)O. Drug 2: C1=C(C(=O)NC(=O)N1)N(CCCl)CCCl. Cell line: A498. Synergy scores: CSS=23.7, Synergy_ZIP=-6.31, Synergy_Bliss=-4.30, Synergy_Loewe=-0.899, Synergy_HSA=0.889. (2) Drug 1: CC(CN1CC(=O)NC(=O)C1)N2CC(=O)NC(=O)C2. Drug 2: CC1=C(C=C(C=C1)C(=O)NC2=CC(=CC(=C2)C(F)(F)F)N3C=C(N=C3)C)NC4=NC=CC(=N4)C5=CN=CC=C5. Cell line: OVCAR-5. Synergy scores: CSS=7.07, Synergy_ZIP=-4.56, Synergy_Bliss=-6.75, Synergy_Loewe=-8.22, Synergy_HSA=-7.43. (3) Drug 1: CC1=C2C(C(=O)C3(C(CC4C(C3C(C(C2(C)C)(CC1OC(=O)C(C(C5=CC=CC=C5)NC(=O)OC(C)(C)C)O)O)OC(=O)C6=CC=CC=C6)(CO4)OC(=O)C)OC)C)OC. Drug 2: C1=CC(=CC=C1CCCC(=O)O)N(CCCl)CCCl. Cell line: UACC62. Synergy scores: CSS=41.7, Synergy_ZIP=-2.77, Synergy_Bliss=-3.64, Synergy_Loewe=-0.301, Synergy_HSA=2.18. (4) Drug 1: C1CCC(CC1)NC(=O)N(CCCl)N=O. Drug 2: C1=CC=C(C(=C1)C(C2=CC=C(C=C2)Cl)C(Cl)Cl)Cl. Cell line: RPMI-8226. Synergy scores: CSS=36.8, Synergy_ZIP=12.0, Synergy_Bliss=10.8, Synergy_Loewe=-12.9, Synergy_HSA=9.56. (5) Drug 2: C(CCl)NC(=O)N(CCCl)N=O. Cell line: HOP-62. Synergy scores: CSS=3.95, Synergy_ZIP=1.92, Synergy_Bliss=8.40, Synergy_Loewe=0.719, Synergy_HSA=3.74. Drug 1: CN1CCC(CC1)COC2=C(C=C3C(=C2)N=CN=C3NC4=C(C=C(C=C4)Br)F)OC. (6) Drug 1: COC1=C(C=C2C(=C1)N=CN=C2NC3=CC(=C(C=C3)F)Cl)OCCCN4CCOCC4. Drug 2: C1C(C(OC1N2C=NC(=NC2=O)N)CO)O. Cell line: SNB-19. Synergy scores: CSS=25.7, Synergy_ZIP=-3.91, Synergy_Bliss=-0.370, Synergy_Loewe=-1.24, Synergy_HSA=4.43. (7) Drug 1: CN(C(=O)NC(C=O)C(C(C(CO)O)O)O)N=O. Drug 2: C1CNP(=O)(OC1)N(CCCl)CCCl. Cell line: SK-MEL-5. Synergy scores: CSS=-3.66, Synergy_ZIP=1.23, Synergy_Bliss=0.0665, Synergy_Loewe=-2.92, Synergy_HSA=-2.51.